From a dataset of NCI-60 drug combinations with 297,098 pairs across 59 cell lines. Regression. Given two drug SMILES strings and cell line genomic features, predict the synergy score measuring deviation from expected non-interaction effect. (1) Drug 1: COC1=C(C=C2C(=C1)N=CN=C2NC3=CC(=C(C=C3)F)Cl)OCCCN4CCOCC4. Drug 2: CC1CCCC2(C(O2)CC(NC(=O)CC(C(C(=O)C(C1O)C)(C)C)O)C(=CC3=CSC(=N3)C)C)C. Cell line: 786-0. Synergy scores: CSS=18.4, Synergy_ZIP=-1.10, Synergy_Bliss=3.77, Synergy_Loewe=3.60, Synergy_HSA=3.60. (2) Drug 2: C#CCC(CC1=CN=C2C(=N1)C(=NC(=N2)N)N)C3=CC=C(C=C3)C(=O)NC(CCC(=O)O)C(=O)O. Drug 1: CCC(=C(C1=CC=CC=C1)C2=CC=C(C=C2)OCCN(C)C)C3=CC=CC=C3.C(C(=O)O)C(CC(=O)O)(C(=O)O)O. Cell line: UACC62. Synergy scores: CSS=54.1, Synergy_ZIP=7.49, Synergy_Bliss=1.04, Synergy_Loewe=-15.7, Synergy_HSA=0.240. (3) Drug 1: CS(=O)(=O)CCNCC1=CC=C(O1)C2=CC3=C(C=C2)N=CN=C3NC4=CC(=C(C=C4)OCC5=CC(=CC=C5)F)Cl. Drug 2: C1CN1C2=NC(=NC(=N2)N3CC3)N4CC4. Cell line: EKVX. Synergy scores: CSS=14.4, Synergy_ZIP=-3.51, Synergy_Bliss=2.63, Synergy_Loewe=0.614, Synergy_HSA=3.30. (4) Drug 1: CCCCCOC(=O)NC1=NC(=O)N(C=C1F)C2C(C(C(O2)C)O)O. Drug 2: CC1C(C(CC(O1)OC2CC(CC3=C2C(=C4C(=C3O)C(=O)C5=CC=CC=C5C4=O)O)(C(=O)C)O)N)O. Cell line: U251. Synergy scores: CSS=33.6, Synergy_ZIP=-2.12, Synergy_Bliss=-4.69, Synergy_Loewe=-35.6, Synergy_HSA=-3.02. (5) Drug 1: CN(C)N=NC1=C(NC=N1)C(=O)N. Drug 2: C1=NC2=C(N1)C(=S)N=C(N2)N. Cell line: KM12. Synergy scores: CSS=47.3, Synergy_ZIP=-3.69, Synergy_Bliss=-5.62, Synergy_Loewe=-24.4, Synergy_HSA=-3.13. (6) Drug 1: CC1C(C(CC(O1)OC2CC(CC3=C2C(=C4C(=C3O)C(=O)C5=C(C4=O)C(=CC=C5)OC)O)(C(=O)CO)O)N)O.Cl. Drug 2: CN(C(=O)NC(C=O)C(C(C(CO)O)O)O)N=O. Cell line: UO-31. Synergy scores: CSS=-2.22, Synergy_ZIP=1.81, Synergy_Bliss=2.32, Synergy_Loewe=-1.42, Synergy_HSA=-0.814.